Dataset: Full USPTO retrosynthesis dataset with 1.9M reactions from patents (1976-2016). Task: Predict the reactants needed to synthesize the given product. The reactants are: [F:1][C:2]1[CH:7]=[CH:6][C:5]([N:8]2[C:13](=[O:14])[C:12]([CH2:15][CH2:16][CH:17]([CH3:19])[CH3:18])=[C:11]([C:20]3[CH:25]=[CH:24][C:23]([S:26](C)(=[O:28])=[O:27])=[CH:22][CH:21]=3)[CH:10]=[N:9]2)=[CH:4][CH:3]=1.[NH3:30]. Given the product [F:1][C:2]1[CH:7]=[CH:6][C:5]([N:8]2[C:13](=[O:14])[C:12]([CH2:15][CH2:16][CH:17]([CH3:19])[CH3:18])=[C:11]([C:20]3[CH:25]=[CH:24][C:23]([S:26]([NH2:30])(=[O:28])=[O:27])=[CH:22][CH:21]=3)[CH:10]=[N:9]2)=[CH:4][CH:3]=1, predict the reactants needed to synthesize it.